This data is from Full USPTO retrosynthesis dataset with 1.9M reactions from patents (1976-2016). The task is: Predict the reactants needed to synthesize the given product. (1) Given the product [C:1]([NH:4][C:5]([CH2:16][C:17](=[O:18])[C:19]1[CH:20]=[CH:21][C:22]([S:25][C:26]2[CH:27]=[CH:28][C:29]([C:32]3[N:44]=[C:35]([CH2:36][CH2:37][CH3:38])[O:34][CH:33]=3)=[CH:30][CH:31]=2)=[CH:23][CH:24]=1)([C:11]([O:13][CH2:14][CH3:15])=[O:12])[C:6]([O:8][CH2:9][CH3:10])=[O:7])(=[O:3])[CH3:2], predict the reactants needed to synthesize it. The reactants are: [C:1]([NH:4][C:5]([CH2:16][C:17]([C:19]1[CH:24]=[CH:23][C:22]([S:25][C:26]2[CH:31]=[CH:30][C:29]([C:32](=O)[CH2:33][O:34][C:35](=O)[CH2:36][CH2:37][CH3:38])=[CH:28][CH:27]=2)=[CH:21][CH:20]=1)=[O:18])([C:11]([O:13][CH2:14][CH3:15])=[O:12])[C:6]([O:8][CH2:9][CH3:10])=[O:7])(=[O:3])[CH3:2].C([NH2:44])(=O)C.B(F)(F)F.CCOCC. (2) Given the product [Br:1][C:2]1[CH:11]=[C:10]2[C:5](=[CH:4][C:3]=1[O:17][CH2:19][CH3:20])[C:6]([CH3:15])([CH3:16])[CH2:7][CH:8]=[C:9]2[CH:12]([CH3:13])[CH3:14], predict the reactants needed to synthesize it. The reactants are: [Br:1][C:2]1[C:3]([OH:17])=[CH:4][C:5]2[C:6]([CH3:16])([CH3:15])[CH2:7][CH:8]=[C:9]([CH:12]([CH3:14])[CH3:13])[C:10]=2[CH:11]=1.I[CH2:19][CH3:20]. (3) Given the product [CH3:10][O:9][C:8]1([O:11][CH3:12])[C:7]2([CH3:14])[O:13][C:4]([CH3:15])([CH:5]=[CH:6]2)[C:3](=[O:16])[CH2:2]1, predict the reactants needed to synthesize it. The reactants are: Cl[CH:2]1[C:8]([O:11][CH3:12])([O:9][CH3:10])[C:7]2([CH3:14])[O:13][C:4]([CH3:15])([CH:5]=[CH:6]2)[C:3]1=[O:16].C(#N)N(C)C.C([SnH](CCCC)CCCC)CCC.CCCCCC.C(OCC)(=O)C. (4) The reactants are: [CH3:1][O:2][C:3](=[O:11])[C:4]1[CH:9]=[CH:8][C:7](F)=[N:6][CH:5]=1.Cl.[C:13]([O:17][C:18]([N:20]1[CH2:25][C@@H:24]([CH3:26])[NH:23][CH2:22][C@@H:21]1[CH3:27])=[O:19])([CH3:16])([CH3:15])[CH3:14].C(=O)([O-])[O-].[K+].[K+]. Given the product [C:13]([O:17][C:18]([N:20]1[CH2:25][C@@H:24]([CH3:26])[N:23]([C:7]2[CH:8]=[CH:9][C:4]([C:3]([O:2][CH3:1])=[O:11])=[CH:5][N:6]=2)[CH2:22][C@@H:21]1[CH3:27])=[O:19])([CH3:16])([CH3:14])[CH3:15], predict the reactants needed to synthesize it. (5) The reactants are: Cl.[NH:2]1[CH2:7][CH2:6][CH:5]([CH2:8][C:9]2[CH:10]=[C:11]([S:15]([NH2:18])(=[O:17])=[O:16])[CH:12]=[CH:13][CH:14]=2)[CH2:4][CH2:3]1.Br[CH2:20][CH2:21][O:22][C:23]1[CH:32]=[CH:31][CH:30]=[C:29]2[C:24]=1[CH:25]=[CH:26][C:27]([CH3:33])=[N:28]2. Given the product [CH3:33][C:27]1[CH:26]=[CH:25][C:24]2[C:29](=[CH:30][CH:31]=[CH:32][C:23]=2[O:22][CH2:21][CH2:20][N:2]2[CH2:7][CH2:6][CH:5]([CH2:8][C:9]3[CH:10]=[C:11]([S:15]([NH2:18])(=[O:16])=[O:17])[CH:12]=[CH:13][CH:14]=3)[CH2:4][CH2:3]2)[N:28]=1, predict the reactants needed to synthesize it.